The task is: Predict which catalyst facilitates the given reaction.. This data is from Catalyst prediction with 721,799 reactions and 888 catalyst types from USPTO. Reactant: Cl[CH2:2][CH2:3][CH2:4][S:5]([NH:8][C:9]1[CH:14]=[C:13]([C:15]([N:17]2[CH2:22][CH2:21][CH:20]([C:23]3[CH:28]=[CH:27][C:26]([C:29]#[N:30])=[CH:25][CH:24]=3)[CH2:19][CH2:18]2)=[O:16])[CH:12]=[CH:11][C:10]=1[CH3:31])(=[O:7])=[O:6].[NH:32]1[CH2:37][CH2:36][O:35][CH2:34][CH2:33]1. Product: [C:29]([C:26]1[CH:27]=[CH:28][C:23]([CH:20]2[CH2:21][CH2:22][N:17]([C:15]([C:13]3[CH:12]=[CH:11][C:10]([CH3:31])=[C:9]([NH:8][S:5]([CH2:4][CH2:3][CH2:2][N:32]4[CH2:37][CH2:36][O:35][CH2:34][CH2:33]4)(=[O:7])=[O:6])[CH:14]=3)=[O:16])[CH2:18][CH2:19]2)=[CH:24][CH:25]=1)#[N:30]. The catalyst class is: 8.